From a dataset of Full USPTO retrosynthesis dataset with 1.9M reactions from patents (1976-2016). Predict the reactants needed to synthesize the given product. (1) The reactants are: [CH:1]1([C:4]([N:6]2[CH2:10][CH2:9][C@@H:8]([CH2:11][NH:12][C:13]3[C:14]([NH2:23])=[CH:15][CH:16]=[C:17]([C:19]([F:22])([F:21])[F:20])[CH:18]=3)[CH2:7]2)=[O:5])[CH2:3][CH2:2]1.[Br:24][C:25]1[CH:32]=[CH:31][C:28]([CH:29]=O)=[CH:27][CH:26]=1. Given the product [Br:24][C:25]1[CH:32]=[CH:31][C:28]([C:29]2[N:12]([CH2:11][C@@H:8]3[CH2:9][CH2:10][N:6]([C:4]([CH:1]4[CH2:3][CH2:2]4)=[O:5])[CH2:7]3)[C:13]3[CH:18]=[C:17]([C:19]([F:20])([F:21])[F:22])[CH:16]=[CH:15][C:14]=3[N:23]=2)=[CH:27][CH:26]=1, predict the reactants needed to synthesize it. (2) The reactants are: [Br:1][C:2]1[CH:3]=[C:4]2[C:8](=[CH:9][CH:10]=1)[NH:7][C:6]([C:11]([OH:13])=O)=[CH:5]2.C(N1C=CN=C1)(N1C=CN=C1)=O.[NH:26]1[CH2:31][CH2:30][O:29][CH2:28][CH2:27]1. Given the product [Br:1][C:2]1[CH:3]=[C:4]2[C:8](=[CH:9][CH:10]=1)[NH:7][C:6]([C:11]([N:26]1[CH2:31][CH2:30][O:29][CH2:28][CH2:27]1)=[O:13])=[CH:5]2, predict the reactants needed to synthesize it. (3) Given the product [CH:1]1(/[CH:6]=[C:7](\[C:13]2[CH:26]=[CH:25][C:24]3[S:23](=[O:28])(=[O:27])[C:22]4[C:17](=[CH:18][CH:19]=[CH:20][CH:21]=4)[N:16]([CH3:29])[C:15]=3[CH:14]=2)/[C:8]([OH:10])=[O:9])[CH2:5][CH2:4][CH2:3][CH2:2]1, predict the reactants needed to synthesize it. The reactants are: [CH:1]1(/[CH:6]=[C:7](\[C:13]2[CH:26]=[CH:25][C:24]3[S:23](=[O:28])(=[O:27])[C:22]4[C:17](=[CH:18][CH:19]=[CH:20][CH:21]=4)[N:16]([CH3:29])[C:15]=3[CH:14]=2)/[C:8]([O:10]CC)=[O:9])[CH2:5][CH2:4][CH2:3][CH2:2]1.[OH-].[Na+]. (4) Given the product [CH2:1]([O:8][NH:16][CH2:15][C:20]1[C:6]2[C:24](=[CH:4][CH:3]=[CH:2][CH:7]=2)[CH:23]=[CH:22][CH:21]=1)[C:2]1[CH:7]=[CH:6][CH:5]=[CH:4][CH:3]=1, predict the reactants needed to synthesize it. The reactants are: [CH2:1]([O:8]N)[C:2]1[CH:7]=[CH:6][CH:5]=[CH:4][CH:3]=1.Cl.C(Cl)Cl.[BH3-][C:15]#[N:16].[Na+].Cl.N1[CH:24]=[CH:23][CH:22]=[CH:21][CH:20]=1.